This data is from Forward reaction prediction with 1.9M reactions from USPTO patents (1976-2016). The task is: Predict the product of the given reaction. (1) Given the reactants [C:1]1([NH:7][C:8]2[N:9]=[N:10]NC=2)[CH:6]=[CH:5][CH:4]=[CH:3][CH:2]=1.Cl[C:14]1[CH:19]=[C:18]([Cl:20])[N:17]=[CH:16][N:15]=1.[CH2:21]([N:23](CC)CC)C, predict the reaction product. The product is: [Cl:20][C:18]1[N:17]=[CH:16][N:15]=[C:14]([N:10]2[CH:21]=[N:23][C:8]([NH:7][C:1]3[CH:2]=[CH:3][CH:4]=[CH:5][CH:6]=3)=[N:9]2)[CH:19]=1. (2) Given the reactants C([O:3][C:4]([C:6]1[CH:10]=[C:9]([OH:11])[N:8]([C:12]2[CH:17]=[CH:16][CH:15]=[C:14]([O:18][CH3:19])[CH:13]=2)[N:7]=1)=[O:5])C.[OH-].[Na+].Cl, predict the reaction product. The product is: [OH:11][C:9]1[N:8]([C:12]2[CH:17]=[CH:16][CH:15]=[C:14]([O:18][CH3:19])[CH:13]=2)[N:7]=[C:6]([C:4]([OH:5])=[O:3])[CH:10]=1. (3) Given the reactants [F:1][CH:2]1[CH2:7][CH2:6][N:5]([C:8]([C:10]2[N:11]=[C:12]([C:15]([NH:17][NH:18][C:19](=O)[CH2:20][C:21]([CH3:27])([CH3:26])[C:22]([O:24][CH3:25])=[O:23])=[O:16])[S:13][CH:14]=2)=[O:9])[CH2:4][CH2:3]1.N1C=CC=CC=1.O(S(C(F)(F)F)(=O)=O)S(C(F)(F)F)(=O)=O, predict the reaction product. The product is: [F:1][CH:2]1[CH2:7][CH2:6][N:5]([C:8]([C:10]2[N:11]=[C:12]([C:15]3[O:16][C:19]([CH2:20][C:21]([CH3:26])([CH3:27])[C:22]([O:24][CH3:25])=[O:23])=[N:18][N:17]=3)[S:13][CH:14]=2)=[O:9])[CH2:4][CH2:3]1. (4) Given the reactants [F:1][C:2]1[C:3]([O:12][C:13]2[CH:18]=[CH:17][C:16]([CH3:19])=[CH:15][CH:14]=2)=[C:4](C(=O)C)[CH:5]=[C:6]([F:8])[CH:7]=1.C1C=C(Cl)C=[C:22]([C:27]([O:29]O)=[O:28])C=1.C(Cl)Cl.C([O-])([O-])=O.[Na+].[Na+], predict the reaction product. The product is: [C:27]([O:29][C:4]1[CH:5]=[C:6]([F:8])[CH:7]=[C:2]([F:1])[C:3]=1[O:12][C:13]1[CH:14]=[CH:15][C:16]([CH3:19])=[CH:17][CH:18]=1)(=[O:28])[CH3:22].